Dataset: Reaction yield outcomes from USPTO patents with 853,638 reactions. Task: Predict the reaction yield, written as a fraction of the theoretical maximum amount of product (1.0 means a 100% yield; for example, 0.34 means a 34% yield). The yield is 0.260. No catalyst specified. The reactants are [CH3:1][C:2]1([CH3:20])[CH2:6][C:5]2[C:7]([CH3:19])=[C:8]([N:13]3[CH2:18][CH2:17][NH:16][CH2:15][CH2:14]3)[C:9]([CH3:12])=[C:10]([CH3:11])[C:4]=2[O:3]1.Br[C:22]1[CH:27]=[CH:26][C:25]([Cl:28])=[CH:24][CH:23]=1. The product is [Cl:28][C:25]1[CH:26]=[CH:27][C:22]([N:16]2[CH2:15][CH2:14][N:13]([C:8]3[C:9]([CH3:12])=[C:10]([CH3:11])[C:4]4[O:3][C:2]([CH3:20])([CH3:1])[CH2:6][C:5]=4[C:7]=3[CH3:19])[CH2:18][CH2:17]2)=[CH:23][CH:24]=1.